From a dataset of Reaction yield outcomes from USPTO patents with 853,638 reactions. Predict the reaction yield, written as a fraction of the theoretical maximum amount of product (1.0 means a 100% yield; for example, 0.34 means a 34% yield). (1) The reactants are [CH2:1]1[C@@H:5]([OH:6])[C@H:4](/[CH:7]=[CH:8]/[C@@H:9]([OH:22])[CH2:10][O:11][C:12]2[CH:17]=[C:16]([C:18]([F:21])([F:20])[F:19])[CH:15]=[CH:14][CH:13]=2)[C@@H:3]([CH2:23]/[CH:24]=[CH:25]\[CH2:26][CH2:27][CH2:28][C:29]([OH:31])=[O:30])[C@H:2]1[OH:32].CN(C)C.Cl[CH2:38][O:39]/[N:40]=[N+:41](\[O-:47])/[N:42]1[CH2:46][CH2:45][CH2:44][CH2:43]1. The catalyst is CC#N. The product is [OH:6][C@@H:5]1[CH2:1][C@H:2]([OH:32])[C@H:3]([CH2:23]/[CH:24]=[CH:25]\[CH2:26][CH2:27][CH2:28][C:29]([O:31][CH2:38][O:39]/[N:40]=[N+:41](\[O-:47])/[N:42]2[CH2:46][CH2:45][CH2:44][CH2:43]2)=[O:30])[C@H:4]1/[CH:7]=[CH:8]/[C@@H:9]([OH:22])[CH2:10][O:11][C:12]1[CH:13]=[CH:14][CH:15]=[C:16]([C:18]([F:21])([F:20])[F:19])[CH:17]=1. The yield is 0.400. (2) The reactants are [CH3:1][C:2]1([CH3:36])[CH2:6][C:5]2([CH2:11][CH2:10][CH2:9][N:8]([CH:12]3[CH2:17][CH2:16][N:15]([C:18]([C:20]4[C:24]5[CH:25]=[CH:26][CH:27]=[CH:28][C:23]=5[S:22][C:21]=4[NH:29][C:30]([NH:32][CH2:33][CH3:34])=[O:31])=[O:19])[CH2:14][CH2:13]3)[CH2:7]2)[C:4](=[O:35])[O:3]1.C(OCC)(=O)C.[ClH:43]. No catalyst specified. The product is [ClH:43].[CH3:36][C:2]1([CH3:1])[CH2:6][C:5]2([CH2:11][CH2:10][CH2:9][N:8]([CH:12]3[CH2:13][CH2:14][N:15]([C:18]([C:20]4[C:24]5[CH:25]=[CH:26][CH:27]=[CH:28][C:23]=5[S:22][C:21]=4[NH:29][C:30]([NH:32][CH2:33][CH3:34])=[O:31])=[O:19])[CH2:16][CH2:17]3)[CH2:7]2)[C:4](=[O:35])[O:3]1. The yield is 0.830. (3) The reactants are [OH:1][CH:2]1[CH2:7][CH2:6][N:5]([C:8]([O:10][C:11]([CH3:14])([CH3:13])[CH3:12])=[O:9])[CH2:4][CH2:3]1.[F:15][C:16]1[CH:17]=[C:18](O)[CH:19]=[CH:20][CH:21]=1.C1(P(C2C=CC=CC=2)C2C=CC=CC=2)C=CC=CC=1. The catalyst is C1COCC1. The product is [F:15][C:16]1[CH:21]=[C:20]([O:1][CH:2]2[CH2:3][CH2:4][N:5]([C:8]([O:10][C:11]([CH3:14])([CH3:13])[CH3:12])=[O:9])[CH2:6][CH2:7]2)[CH:19]=[CH:18][CH:17]=1. The yield is 0.870.